This data is from Serine/threonine kinase 33 screen with 319,792 compounds. The task is: Binary Classification. Given a drug SMILES string, predict its activity (active/inactive) in a high-throughput screening assay against a specified biological target. (1) The compound is Clc1nc(N2CCOCC2)c2c(n1)cc(OC)c(OC)c2. The result is 0 (inactive). (2) The molecule is S1(=O)(=O)CC(SCC(=O)NNC(=O)c2ccccc2)c2c1cc([N+]([O-])=O)cc2. The result is 0 (inactive). (3) The drug is S=C(Nc1ccccc1)NC(=O)/C=C\c1occc1. The result is 0 (inactive). (4) The result is 0 (inactive). The compound is O(c1ccc(cc1)C(O\N=C(/N)c1ncccc1)=O)CC.